From a dataset of Forward reaction prediction with 1.9M reactions from USPTO patents (1976-2016). Predict the product of the given reaction. (1) Given the reactants Br[C:2]1[CH:3]=[CH:4][C:5]([F:19])=[C:6]([C@@H:8]2[CH2:10][C@H:9]2[NH:11][C:12](=[O:18])[O:13][C:14]([CH3:17])([CH3:16])[CH3:15])[CH:7]=1.C(N(CC)C(C)C)(C)C, predict the reaction product. The product is: [C:14]([O:13][C:12]([NH:11][C@@H:9]1[CH2:10][C@H:8]1[C:6]1[CH:7]=[C:2]([CH:3]=[CH:4][C:5]=1[F:19])[C:12]([O:13][CH3:14])=[O:18])=[O:18])([CH3:17])([CH3:16])[CH3:15]. (2) The product is: [Cl:25][C:10]1[N:11]=[N:12][C:13]([CH3:14])=[C:8]([C:5]2[CH:6]=[CH:7][C:2]([Cl:1])=[CH:3][CH:4]=2)[C:9]=1[C:16]1[CH:21]=[CH:20][CH:19]=[CH:18][C:17]=1[F:22]. Given the reactants [Cl:1][C:2]1[CH:7]=[CH:6][C:5]([C:8]2[C:13]([CH3:14])=[N:12][NH:11][C:10](=O)[C:9]=2[C:16]2[CH:21]=[CH:20][CH:19]=[CH:18][C:17]=2[F:22])=[CH:4][CH:3]=1.P(Cl)(Cl)([Cl:25])=O, predict the reaction product. (3) The product is: [F:3][C:4]1[CH:12]=[C:11]2[C:7]([CH:8]=[N:9][N:10]2[CH3:13])=[CH:6][C:5]=1[CH2:14][C:15]1[N:19]2[N:20]=[C:21]([C:24]3[CH:25]=[N:26][N:27]([CH:29]4[CH2:34][CH2:33][N:32]([CH3:38])[CH2:31][CH2:30]4)[CH:28]=3)[CH:22]=[CH:23][C:18]2=[N:17][CH:16]=1. Given the reactants CO.[F:3][C:4]1[CH:12]=[C:11]2[C:7]([CH:8]=[N:9][N:10]2[CH3:13])=[CH:6][C:5]=1[CH2:14][C:15]1[N:19]2[N:20]=[C:21]([C:24]3[CH:25]=[N:26][N:27]([CH:29]4[CH2:34][CH2:33][NH:32][CH2:31][CH2:30]4)[CH:28]=3)[CH:22]=[CH:23][C:18]2=[N:17][CH:16]=1.C=O.[BH3-][C:38]#N.[Na+], predict the reaction product. (4) Given the reactants [Cl:1][C:2]1[N:7]=[C:6]([CH3:8])[N:5]=[C:4]([NH:9][C@@H:10]2[CH2:15][CH2:14][C@H:13]([NH:16][C:17](=[O:27])[C:18]3[CH:23]=[C:22]([F:24])[C:21]([F:25])=[C:20]([F:26])[CH:19]=3)[CH2:12][CH2:11]2)[CH:3]=1.[CH3:28][NH:29][C:30]1[CH:35]=[CH:34][CH:33]=[CH:32][CH:31]=1, predict the reaction product. The product is: [ClH:1].[F:26][C:20]1[CH:19]=[C:18]([CH:23]=[C:22]([F:24])[C:21]=1[F:25])[C:17]([NH:16][C@H:13]1[CH2:14][CH2:15][C@@H:10]([NH:9][C:4]2[CH:3]=[C:2]([N:29]([CH3:28])[C:30]3[CH:35]=[CH:34][CH:33]=[CH:32][CH:31]=3)[N:7]=[C:6]([CH3:8])[N:5]=2)[CH2:11][CH2:12]1)=[O:27]. (5) The product is: [CH3:15][N:14](/[CH:16]=[C:3](/[C:2](=[O:1])[CH3:6])\[C:4]#[N:5])[CH3:13]. Given the reactants [O:1]=[C:2]([CH3:6])[CH2:3][C:4]#[N:5].CC(N(C)C)=O.[CH3:13][N:14]([CH:16]=O)[CH3:15], predict the reaction product. (6) The product is: [CH2:14]([C:7]1([OH:11])[CH2:8][CH2:9][CH2:10][C:5]2([O:4][CH2:3][CH2:2][O:1]2)[CH2:6]1)[CH:13]=[CH2:12]. Given the reactants [O:1]1[C:5]2([CH2:10][CH2:9][CH2:8][C:7](=[O:11])[CH2:6]2)[O:4][CH2:3][CH2:2]1.[CH2:12](Br)[CH:13]=[CH2:14], predict the reaction product. (7) Given the reactants [OH:1][CH2:2][C:3]1[CH:11]=[CH:10][C:6]([C:7]([OH:9])=O)=[CH:5][CH:4]=1.C(Cl)CCl.CCN(CC)CC.C1C=CC2N(O)N=NC=2C=1.[CH2:33]([NH2:40])[C:34]1[CH:39]=[CH:38][CH:37]=[CH:36][CH:35]=1, predict the reaction product. The product is: [CH2:33]([NH:40][C:7](=[O:9])[C:6]1[CH:5]=[CH:4][C:3]([CH2:2][OH:1])=[CH:11][CH:10]=1)[C:34]1[CH:39]=[CH:38][CH:37]=[CH:36][CH:35]=1.